From a dataset of Full USPTO retrosynthesis dataset with 1.9M reactions from patents (1976-2016). Predict the reactants needed to synthesize the given product. (1) Given the product [NH:8]1[CH2:9][CH2:10][CH:11]([O:14][C:18]2[CH:19]=[CH:20][CH:21]=[CH:22][C:17]=2[C:15]#[N:16])[CH2:12][CH2:13]1, predict the reactants needed to synthesize it. The reactants are: C([N:8]1[CH2:13][CH2:12][CH:11]([OH:14])[CH2:10][CH2:9]1)(OC(C)(C)C)=O.[C:15]([C:17]1[CH:22]=[CH:21][CH:20]=[CH:19][C:18]=1O)#[N:16].C1(P(C2C=CC=CC=2)C2C=CC=CC=2)C=CC=CC=1.N(C(OC(C)(C)C)=O)=NC(OC(C)(C)C)=O. (2) Given the product [C:1]([CH2:14][CH2:15][CH2:16][CH2:17][CH2:18][CH2:19][CH2:20][CH2:21][CH2:22][CH2:23][CH2:24][Br:26])([C:4]([C:7]([C:10]([F:13])([F:12])[F:11])([F:9])[F:8])([F:6])[F:5])([F:3])[F:2], predict the reactants needed to synthesize it. The reactants are: [C:1]([CH2:14][CH2:15][CH2:16][CH2:17][CH2:18][CH2:19][CH2:20][CH2:21][CH2:22][CH2:23][CH2:24]O)([C:4]([C:7]([C:10]([F:13])([F:12])[F:11])([F:9])[F:8])([F:6])[F:5])([F:3])[F:2].[BrH:26].S(=O)(=O)(O)O. (3) Given the product [Cl:1][C:2]1[CH:26]=[C:25]([O:27][C:28]([F:29])([F:31])[F:30])[CH:24]=[CH:23][C:3]=1[O:4][C:5]1[CH:6]=[N:7][N:8]([CH:12]([CH2:16][CH:17]2[CH2:18][CH2:19][CH2:20][CH2:21][CH2:22]2)[C:13]([NH:32][C:33]2[CH:37]=[CH:36][N:35]([CH2:38][C:39]([OH:41])([CH3:40])[CH3:42])[N:34]=2)=[O:14])[C:9](=[O:11])[CH:10]=1, predict the reactants needed to synthesize it. The reactants are: [Cl:1][C:2]1[CH:26]=[C:25]([O:27][C:28]([F:31])([F:30])[F:29])[CH:24]=[CH:23][C:3]=1[O:4][C:5]1[CH:6]=[N:7][N:8]([CH:12]([CH2:16][CH:17]2[CH2:22][CH2:21][CH2:20][CH2:19][CH2:18]2)[C:13](O)=[O:14])[C:9](=[O:11])[CH:10]=1.[NH2:32][C:33]1[CH:37]=[CH:36][N:35]([CH2:38][C:39]([CH3:42])([OH:41])[CH3:40])[N:34]=1. (4) Given the product [CH2:1]([N:8]1[CH:12]=[C:11]([CH2:13][OH:14])[C:10]([O:18][CH2:19][C:20]2[CH:25]=[CH:24][C:23]([O:26][CH2:27][C:28]3[N:29]=[C:30]([C:34]4[O:35][CH:36]=[CH:37][CH:38]=4)[O:31][C:32]=3[CH3:33])=[C:22]([O:39][CH3:40])[CH:21]=2)=[N:9]1)[C:2]1[CH:3]=[CH:4][CH:5]=[CH:6][CH:7]=1, predict the reactants needed to synthesize it. The reactants are: [CH2:1]([N:8]1[CH:12]=[C:11]([C:13](OCC)=[O:14])[C:10]([O:18][CH2:19][C:20]2[CH:25]=[CH:24][C:23]([O:26][CH2:27][C:28]3[N:29]=[C:30]([C:34]4[O:35][CH:36]=[CH:37][CH:38]=4)[O:31][C:32]=3[CH3:33])=[C:22]([O:39][CH3:40])[CH:21]=2)=[N:9]1)[C:2]1[CH:7]=[CH:6][CH:5]=[CH:4][CH:3]=1.[H-].[Al+3].[Li+].[H-].[H-].[H-].O.O.O.O.O.O.O.O.O.O.S([O-])([O-])(=O)=O.[Na+].[Na+]. (5) Given the product [NH2:1][C:2]1[C:3]2[C:25]([CH3:31])([C:26]([NH:36][CH:33]3[CH2:35][CH2:34]3)=[O:27])[C:24](=[O:32])[NH:23][C:4]=2[N:5]=[C:6]([C:8]2[C:16]3[C:11](=[N:12][CH:13]=[CH:14][CH:15]=3)[N:10]([CH2:17][CH2:18][C:19]([F:20])([F:22])[F:21])[N:9]=2)[N:7]=1, predict the reactants needed to synthesize it. The reactants are: [NH2:1][C:2]1[C:3]2[C:25]([CH3:31])([C:26](OCC)=[O:27])[C:24](=[O:32])[NH:23][C:4]=2[N:5]=[C:6]([C:8]2[C:16]3[C:11](=[N:12][CH:13]=[CH:14][CH:15]=3)[N:10]([CH2:17][CH2:18][C:19]([F:22])([F:21])[F:20])[N:9]=2)[N:7]=1.[CH:33]1([NH2:36])[CH2:35][CH2:34]1. (6) Given the product [O:4]1[C:5]2([CH2:10][CH2:9][CH:8]([C:11]3[C:19]4[C:14](=[CH:15][CH:16]=[C:17]([C:20]#[N:21])[CH:18]=4)[N:13]([CH2:22][CH2:23][CH3:24])[CH:12]=3)[CH2:7][CH2:6]2)[O:1][CH2:2][CH2:3]1, predict the reactants needed to synthesize it. The reactants are: [O:1]1[C:5]2([CH2:10][CH2:9][CH:8]([C:11]3[C:19]4[C:14](=[CH:15][CH:16]=[C:17]([C:20]#[N:21])[CH:18]=4)[N:13]([CH2:22][CH3:23])[CH:12]=3)[CH2:7][CH2:6]2)[O:4][CH2:3][CH2:2]1.[CH2:24](Br)CC. (7) Given the product [C:12]([O:16][C:17]([N:19]1[CH2:22][CH:21]([NH:23][C:5]2[CH:4]=[CH:3][C:2]([Br:1])=[CH:7][C:6]=2[N+:8]([O-:10])=[O:9])[CH2:20]1)=[O:18])([CH3:15])([CH3:13])[CH3:14], predict the reactants needed to synthesize it. The reactants are: [Br:1][C:2]1[CH:3]=[CH:4][C:5](F)=[C:6]([N+:8]([O-:10])=[O:9])[CH:7]=1.[C:12]([O:16][C:17]([N:19]1[CH2:22][CH:21]([NH2:23])[CH2:20]1)=[O:18])([CH3:15])([CH3:14])[CH3:13].C(N(CC)CC)C.